From a dataset of Forward reaction prediction with 1.9M reactions from USPTO patents (1976-2016). Predict the product of the given reaction. (1) Given the reactants [O:1]=[C:2]1[NH:10][C:5]2=[N:6][CH:7]=[CH:8][CH:9]=[C:4]2[N:3]1[CH:11]1[CH2:16][CH2:15][N:14]([C:17]2[N:22]=[CH:21][N:20]=[C:19]([C:23]([OH:25])=O)[CH:18]=2)[CH2:13][CH2:12]1.[NH:26]1[C:34]2[C:29](=[CH:30][CH:31]=[CH:32][CH:33]=2)[CH2:28][CH:27]1[CH2:35][OH:36].CN(C(ON1N=NC2C=CC=CC1=2)=[N+](C)C)C.[B-](F)(F)(F)F, predict the reaction product. The product is: [OH:36][CH2:35][CH:27]1[CH2:28][C:29]2[C:34](=[CH:33][CH:32]=[CH:31][CH:30]=2)[N:26]1[C:23]([C:19]1[N:20]=[CH:21][N:22]=[C:17]([N:14]2[CH2:13][CH2:12][CH:11]([N:3]3[C:4]4[C:5](=[N:6][CH:7]=[CH:8][CH:9]=4)[NH:10][C:2]3=[O:1])[CH2:16][CH2:15]2)[CH:18]=1)=[O:25]. (2) Given the reactants C1([O:7][C:8](=O)[NH:9][C:10]2[CH:15]=[CH:14][C:13]([O:16][C:17]3[C:26]4[C:21](=[CH:22][C:23]([O:29][CH3:30])=[C:24]([C:27]#[N:28])[CH:25]=4)[N:20]=[CH:19][CH:18]=3)=[CH:12][CH:11]=2)C=CC=CC=1.[NH2:32][C:33]1[CH:38]=[CH:37][CH:36]=[CH:35][N:34]=1.O, predict the reaction product. The product is: [C:27]([C:24]1[CH:25]=[C:26]2[C:21](=[CH:22][C:23]=1[O:29][CH3:30])[N:20]=[CH:19][CH:18]=[C:17]2[O:16][C:13]1[CH:14]=[CH:15][C:10]([NH:9][C:8]([NH:32][C:33]2[CH:38]=[CH:37][CH:36]=[CH:35][N:34]=2)=[O:7])=[CH:11][CH:12]=1)#[N:28].